This data is from Retrosynthesis with 50K atom-mapped reactions and 10 reaction types from USPTO. The task is: Predict the reactants needed to synthesize the given product. (1) Given the product Cc1c(F)cccc1Nc1nc2ccc(CC(=O)O)c(F)c2o1, predict the reactants needed to synthesize it. The reactants are: COC(=O)Cc1ccc2nc(Nc3cccc(F)c3C)oc2c1F. (2) Given the product COCCN1CC[C@H](N(c2cc(C#CC(C)(C)C)sc2C(=O)O)C(=O)[C@H]2CC[C@H](C)CC2)C1=O, predict the reactants needed to synthesize it. The reactants are: COCCN1CC[C@H](N(c2cc(C#CC(C)(C)C)sc2C(=O)OC)C(=O)[C@H]2CC[C@H](C)CC2)C1=O. (3) Given the product CC(C)n1nc(CO)cc1OCc1ccc2ccccc2n1, predict the reactants needed to synthesize it. The reactants are: COC(=O)c1cc(OCc2ccc3ccccc3n2)n(C(C)C)n1. (4) Given the product CC(=O)Nc1ccc(-c2ccc(NC(=O)c3cc(C(F)(F)F)nn3-c3ccccc3Cl)cc2)cc1, predict the reactants needed to synthesize it. The reactants are: CC(=O)Nc1ccc(B(O)O)cc1.O=C(Nc1ccc(Br)cc1)c1cc(C(F)(F)F)nn1-c1ccccc1Cl. (5) Given the product CN(Cc1ccccc1)C(=O)C(=O)c1c[nH]c2ccccc12, predict the reactants needed to synthesize it. The reactants are: CNCc1ccccc1.O=C(Cl)C(=O)c1c[nH]c2ccccc12. (6) Given the product Nc1cc(-c2nc3ncc(Cl)c(Cl)c3[nH]2)ccc1OCCN1CCOCC1, predict the reactants needed to synthesize it. The reactants are: O=[N+]([O-])c1cc(-c2nc3ncc(Cl)c(Cl)c3[nH]2)ccc1OCCN1CCOCC1. (7) Given the product CC(=O)O, predict the reactants needed to synthesize it. The reactants are: CC(C)(CCCOC(=O)c1ccccc1)COS(=O)(=O)CCCN=[N+]=[N-]. (8) The reactants are: C=CC(=O)Cl.O=C(O)C1CCNCC1. Given the product C=CC(=O)N1CCC(C(=O)O)CC1, predict the reactants needed to synthesize it.